From a dataset of Full USPTO retrosynthesis dataset with 1.9M reactions from patents (1976-2016). Predict the reactants needed to synthesize the given product. (1) Given the product [CH2:17]([C:6]1[C:5]2[C:9](=[CH:10][C:2]([N:19]3[CH2:24][CH2:23][NH:22][CH2:21][CH2:20]3)=[CH:3][CH:4]=2)[N:8]([C:11]2[CH:16]=[CH:15][CH:14]=[CH:13][CH:12]=2)[N:7]=1)[CH3:18], predict the reactants needed to synthesize it. The reactants are: Br[C:2]1[CH:10]=[C:9]2[C:5]([C:6]([CH2:17][CH3:18])=[N:7][N:8]2[C:11]2[CH:16]=[CH:15][CH:14]=[CH:13][CH:12]=2)=[CH:4][CH:3]=1.[NH:19]1[CH2:24][CH2:23][NH:22][CH2:21][CH2:20]1.C([O-])([O-])=O.[Cs+].[Cs+].C1C=CC(P(C2C(C3C(P(C4C=CC=CC=4)C4C=CC=CC=4)=CC=C4C=3C=CC=C4)=C3C(C=CC=C3)=CC=2)C2C=CC=CC=2)=CC=1. (2) Given the product [CH2:1]([O:4][C:5]1[CH:6]=[C:7]([CH3:15])[N:8]=[C:9]([O:13][CH3:14])[C:10]=1[CH2:11][NH2:12])[CH:2]=[CH2:3], predict the reactants needed to synthesize it. The reactants are: [CH2:1]([O:4][C:5]1[C:10]([C:11]#[N:12])=[C:9]([O:13][CH3:14])[N:8]=[C:7]([CH3:15])[CH:6]=1)[CH:2]=[CH2:3].[H-].[H-].[H-].[H-].[Li+].[Al+3]. (3) Given the product [N:26]1([C:2]2[N:10]=[C:9]3[C:5]([NH:6][CH:7]=[N:8]3)=[C:4]([CH:11]3[CH2:16][NH:15][CH2:14][CH2:13][N:12]3[C:17]([O:19][CH2:20][CH2:21][Si:22]([CH3:25])([CH3:24])[CH3:23])=[O:18])[N:3]=2)[CH2:31][CH2:30][NH:29][CH2:28][CH2:27]1, predict the reactants needed to synthesize it. The reactants are: Cl[C:2]1[N:10]=[C:9]2[C:5]([NH:6][CH:7]=[N:8]2)=[C:4]([CH:11]2[CH2:16][NH:15][CH2:14][CH2:13][N:12]2[C:17]([O:19][CH2:20][CH2:21][Si:22]([CH3:25])([CH3:24])[CH3:23])=[O:18])[N:3]=1.[NH:26]1[CH2:31][CH2:30][NH:29][CH2:28][CH2:27]1.[NH4+].[OH-].CO. (4) The reactants are: [CH2:1]([O:3][C:4](=[O:25])[CH2:5][CH2:6][N:7]([C:14](=[O:24])[C:15]1[CH:20]=[CH:19][C:18]([NH:21][CH3:22])=[C:17]([NH2:23])[CH:16]=1)[C:8]1[CH:13]=[CH:12][CH:11]=[CH:10][N:9]=1)[CH3:2].[Cl:26][CH:27]([Cl:31])[C:28](Cl)=O. Given the product [CH2:1]([O:3][C:4](=[O:25])[CH2:5][CH2:6][N:7]([C:14]([C:15]1[CH:20]=[CH:19][C:18]2[N:21]([CH3:22])[C:28]([CH:27]([Cl:31])[Cl:26])=[N:23][C:17]=2[CH:16]=1)=[O:24])[C:8]1[CH:13]=[CH:12][CH:11]=[CH:10][N:9]=1)[CH3:2], predict the reactants needed to synthesize it. (5) Given the product [ClH:5].[ClH:8].[Cl:8][C:9]1[CH:34]=[CH:33][C:12]2[N:13]3[C:17]([CH2:18][N:19]([C:3](=[O:4])[C:2]([CH3:7])([CH3:6])[CH3:1])[CH2:20][C:11]=2[CH:10]=1)=[N:16][N:15]=[C:14]3[CH:21]1[CH2:22][CH2:23][N:24]([C:27]2[CH:32]=[CH:31][CH:30]=[CH:29][N:28]=2)[CH2:25][CH2:26]1, predict the reactants needed to synthesize it. The reactants are: [CH3:1][C:2]([CH3:7])([CH3:6])[C:3]([Cl:5])=[O:4].[Cl:8][C:9]1[CH:34]=[CH:33][C:12]2[N:13]3[C:17]([CH2:18][NH:19][CH2:20][C:11]=2[CH:10]=1)=[N:16][N:15]=[C:14]3[CH:21]1[CH2:26][CH2:25][N:24]([C:27]2[CH:32]=[CH:31][CH:30]=[CH:29][N:28]=2)[CH2:23][CH2:22]1. (6) Given the product [N:23]1([C:2]2[CH:11]=[C:10]3[C:5]([CH:6]=[C:7]([C:12]([O:14][CH2:15][CH3:16])=[O:13])[CH:8]=[N:9]3)=[N:4][CH:3]=2)[CH:27]=[CH:26][CH:25]=[N:24]1, predict the reactants needed to synthesize it. The reactants are: Br[C:2]1[CH:11]=[C:10]2[C:5]([CH:6]=[C:7]([C:12]([O:14][CH2:15][CH3:16])=[O:13])[CH:8]=[N:9]2)=[N:4][CH:3]=1.C(=O)([O-])[O-].[Cs+].[Cs+].[NH:23]1[CH:27]=[CH:26][CH:25]=[N:24]1.CN(C)C=O.